This data is from Forward reaction prediction with 1.9M reactions from USPTO patents (1976-2016). The task is: Predict the product of the given reaction. (1) Given the reactants [F:1][C:2]1[CH:3]=[C:4]2[C:9](=[CH:10][CH:11]=1)[N:8]=[C:7]([C:12]1[CH:17]=[CH:16][C:15]([F:18])=[CH:14][CH:13]=1)[N:6]=[C:5]2[C:19](O)=[O:20].Cl.[CH3:23][O:24][C:25]1[CH:26]=[C:27]2[C:32](=[CH:33][CH:34]=1)[CH2:31][NH:30][CH2:29][CH2:28]2, predict the reaction product. The product is: [F:1][C:2]1[CH:3]=[C:4]2[C:9](=[CH:10][CH:11]=1)[N:8]=[C:7]([C:12]1[CH:13]=[CH:14][C:15]([F:18])=[CH:16][CH:17]=1)[N:6]=[C:5]2[C:19]([N:30]1[CH2:29][CH2:28][C:27]2[C:32](=[CH:33][CH:34]=[C:25]([O:24][CH3:23])[CH:26]=2)[CH2:31]1)=[O:20]. (2) Given the reactants [CH3:1][N:2]1[CH2:27][CH2:26][C:5]2[N:6]([CH2:13][CH:14](OS(C)(=O)=O)[C:15]3[CH:16]=[N:17][CH:18]=[CH:19][CH:20]=3)[C:7]3[CH:8]=[CH:9][CH:10]=[CH:11][C:12]=3[C:4]=2[CH2:3]1.[C:28]([NH2:32])([CH3:31])([CH3:30])[CH3:29], predict the reaction product. The product is: [CH3:29][C:28]([NH:32][CH:14]([C:15]1[CH:16]=[N:17][CH:18]=[CH:19][CH:20]=1)[CH2:13][N:6]1[C:7]2[CH:8]=[CH:9][CH:10]=[CH:11][C:12]=2[C:4]2[CH2:3][N:2]([CH3:1])[CH2:27][CH2:26][C:5]1=2)([CH3:31])[CH3:30]. (3) Given the reactants [C:1]([O:5][C:6]([N:8]1[CH2:13][CH2:12][N:11]([S:14]([CH2:17][C@H:18]([CH3:29])[C:19]([O:21]CC2C=CC=CC=2)=[O:20])(=[O:16])=[O:15])[CH2:10][CH2:9]1)=[O:7])([CH3:4])([CH3:3])[CH3:2], predict the reaction product. The product is: [C:1]([O:5][C:6]([N:8]1[CH2:13][CH2:12][N:11]([S:14]([CH2:17][C@H:18]([CH3:29])[C:19]([OH:21])=[O:20])(=[O:16])=[O:15])[CH2:10][CH2:9]1)=[O:7])([CH3:4])([CH3:2])[CH3:3]. (4) Given the reactants [CH3:1][C:2]1[N:3]=[CH:4][N:5](C(C2C=CC=CC=2)(C2C=CC=CC=2)C2C=CC=CC=2)[C:6]=1[CH:7]([C:9]1[CH:10]=[CH:11][CH:12]=[C:13]2[C:18]=1[N:17]=[CH:16][CH:15]=[CH:14]2)O.[OH-].[Na+], predict the reaction product. The product is: [CH3:1][C:2]1[NH:3][CH:4]=[N:5][C:6]=1[CH2:7][C:9]1[CH:10]=[CH:11][CH:12]=[C:13]2[C:18]=1[N:17]=[CH:16][CH:15]=[CH:14]2. (5) The product is: [F:1][C:2]1([F:10])[CH2:5][CH:4]([S:6]([Cl:14])(=[O:8])=[O:7])[CH2:3]1. Given the reactants [F:1][C:2]1([F:10])[CH2:5][CH:4]([S:6]([O-])(=[O:8])=[O:7])[CH2:3]1.[K+].S(Cl)([Cl:14])=O, predict the reaction product. (6) Given the reactants C(O)(C(F)(F)F)=O.[CH3:8][O:9][C:10](=[O:28])[C:11]1[CH:16]=[CH:15][C:14]([NH:17][CH:18]2[CH2:24][CH:23]3[N:25]([CH3:26])[CH:20]([CH2:21][CH2:22]3)[CH2:19]2)=[C:13]([OH:27])[CH:12]=1.F[C:30]1[CH:35]=[CH:34][CH:33]=[CH:32][C:31]=1[N+]([O-])=O.C(=O)([O-])[O-].[K+].[K+], predict the reaction product. The product is: [CH3:8][O:9][C:10]([C:11]1[CH:16]=[CH:15][C:14]2[N:17]([CH:18]3[CH2:19][CH:20]4[N:25]([CH3:26])[CH:23]([CH2:22][CH2:21]4)[CH2:24]3)[C:30]3[C:35]([O:27][C:13]=2[CH:12]=1)=[CH:34][CH:33]=[CH:32][CH:31]=3)=[O:28].